This data is from Full USPTO retrosynthesis dataset with 1.9M reactions from patents (1976-2016). The task is: Predict the reactants needed to synthesize the given product. (1) Given the product [CH:1](/[C:2]1[N:7]=[CH:6][CH:5]=[CH:4][N:3]=1)=[CH:8]\[C:9]1[CH:14]=[CH:13][CH:12]=[CH:11][CH:10]=1, predict the reactants needed to synthesize it. The reactants are: [CH3:1][C:2]1[N:7]=[CH:6][CH:5]=[CH:4][N:3]=1.[CH:8](=O)[C:9]1[CH:14]=[CH:13][CH:12]=[CH:11][CH:10]=1. (2) Given the product [O:1]1[C@H:5]2[O:6][CH2:7][CH2:8][C@H:4]2[C@@H:3]([O:9][C:10]([NH:12][C@H:13]([C@H:28]([OH:47])[CH2:29][N:30]([S:35]([C:38]2[CH:46]=[CH:45][C:41]3[O:42][CH2:43][O:44][C:40]=3[CH:39]=2)(=[O:37])=[O:36])[CH2:31][CH:32]([CH3:33])[CH3:34])[CH2:14][C:15]2[CH:27]=[CH:26][C:18]([O:19][CH2:20][C:21]([OH:23])=[O:22])=[CH:17][CH:16]=2)=[O:11])[CH2:2]1, predict the reactants needed to synthesize it. The reactants are: [O:1]1[C@H:5]2[O:6][CH2:7][CH2:8][C@H:4]2[C@@H:3]([O:9][C:10]([NH:12][C@H:13]([C@H:28]([OH:47])[CH2:29][N:30]([S:35]([C:38]2[CH:46]=[CH:45][C:41]3[O:42][CH2:43][O:44][C:40]=3[CH:39]=2)(=[O:37])=[O:36])[CH2:31][CH:32]([CH3:34])[CH3:33])[CH2:14][C:15]2[CH:27]=[CH:26][C:18]([O:19][CH2:20][C:21]([O:23]CC)=[O:22])=[CH:17][CH:16]=2)=[O:11])[CH2:2]1.O.[OH-].[Li+]. (3) Given the product [OH:4][CH2:3][CH2:2][N:1]([CH2:17][CH2:16][O:15][C:10]1[CH:11]=[CH:12][CH:13]=[CH:14][CH:9]=1)[CH2:5][CH2:6][OH:7], predict the reactants needed to synthesize it. The reactants are: [NH:1]([CH2:5][CH2:6][OH:7])[CH2:2][CH2:3][OH:4].Cl[C:9]1[CH:14]=[CH:13][CH:12]=[CH:11][C:10]=1[O:15][CH2:16][CH3:17].